Dataset: Peptide-MHC class II binding affinity with 134,281 pairs from IEDB. Task: Regression. Given a peptide amino acid sequence and an MHC pseudo amino acid sequence, predict their binding affinity value. This is MHC class II binding data. (1) The peptide sequence is IPAGELQIIDKIDAA. The MHC is DRB1_1001 with pseudo-sequence DRB1_1001. The binding affinity (normalized) is 0.335. (2) The peptide sequence is QSCRRPNAQRFGISN. The MHC is HLA-DQA10101-DQB10501 with pseudo-sequence HLA-DQA10101-DQB10501. The binding affinity (normalized) is 0.